Dataset: Forward reaction prediction with 1.9M reactions from USPTO patents (1976-2016). Task: Predict the product of the given reaction. Given the reactants [F:1][C:2]([F:25])([F:24])[C:3]1[CH:19]=[C:18]([C:20]([F:23])([F:22])[F:21])[CH:17]=[CH:16][C:4]=1[CH2:5][O:6][C:7]1[CH:14]=[CH:13][C:10]([CH:11]=O)=[C:9]([CH3:15])[CH:8]=1.[S:26]1[CH2:30][C:29](=[O:31])[NH:28][C:27]1=[O:32].N1CCCCC1, predict the reaction product. The product is: [F:1][C:2]([F:24])([F:25])[C:3]1[CH:19]=[C:18]([C:20]([F:23])([F:22])[F:21])[CH:17]=[CH:16][C:4]=1[CH2:5][O:6][C:7]1[CH:14]=[CH:13][C:10](/[CH:11]=[C:30]2/[C:29](=[O:31])[NH:28][C:27](=[O:32])[S:26]/2)=[C:9]([CH3:15])[CH:8]=1.